Dataset: Catalyst prediction with 721,799 reactions and 888 catalyst types from USPTO. Task: Predict which catalyst facilitates the given reaction. (1) Reactant: [F:1][CH:2]([F:20])[O:3][C:4]1[CH:9]=[CH:8][CH:7]=[CH:6][C:5]=1[CH2:10][S:11]([CH2:14][C@H:15]([OH:19])[C:16]([OH:18])=[O:17])(=[O:13])=[O:12].N1C(C)=CC=CC=1C.[CH:29]([Si:32](OS(C(F)(F)F)(=O)=O)([CH:36]([CH3:38])[CH3:37])[CH:33]([CH3:35])[CH3:34])([CH3:31])[CH3:30]. Product: [F:20][CH:2]([F:1])[O:3][C:4]1[CH:9]=[CH:8][CH:7]=[CH:6][C:5]=1[CH2:10][S:11]([CH2:14][C@H:15]([O:19][Si:32]([CH:36]([CH3:38])[CH3:37])([CH:33]([CH3:35])[CH3:34])[CH:29]([CH3:31])[CH3:30])[C:16]([OH:18])=[O:17])(=[O:13])=[O:12]. The catalyst class is: 2. (2) Reactant: N1C=C[CH:4]=[CH:3][CH:2]=1.[CH2:7]([O:9][C:10](=[O:26])[C:11]1[CH:23]=[C:22]([CH2:24][OH:25])[CH:21]=[C:13]([C:14]([N:16]([CH3:20])[CH2:17][CH2:18][CH3:19])=[O:15])[CH:12]=1)[CH3:8]. Product: [CH2:7]([O:9][C:10](=[O:26])[C:11]1[CH:23]=[C:22]([CH2:24][O:25][CH:3]([CH3:4])[CH3:2])[CH:21]=[C:13]([C:14]([N:16]([CH3:20])[CH2:17][CH2:18][CH3:19])=[O:15])[CH:12]=1)[CH3:8]. The catalyst class is: 4. (3) The catalyst class is: 49. Reactant: [N:1]1[CH:6]=[CH:5][CH:4]=[CH:3][C:2]=1[N:7]1[CH2:12][CH2:11][NH:10][CH2:9][CH2:8]1.CCN(C(C)C)C(C)C.[Br:22][C:23]1[CH:28]=[CH:27][CH:26]=[C:25]([CH2:29]Br)[CH:24]=1. Product: [Br:22][C:23]1[CH:24]=[C:25]([CH:26]=[CH:27][CH:28]=1)[CH2:29][N:10]1[CH2:9][CH2:8][N:7]([C:2]2[CH:3]=[CH:4][CH:5]=[CH:6][N:1]=2)[CH2:12][CH2:11]1. (4) Reactant: [Cl:1][C:2]1[CH:10]=[CH:9][CH:8]=[C:7]2[C:3]=1[CH:4]([OH:21])[N:5]([C:12]([CH3:20])([C:14]1[CH:19]=[CH:18][CH:17]=[CH:16][CH:15]=1)[CH3:13])[C:6]2=[O:11].CN(CCN(C)C)C.C([Li])(CC)C.CCCCCC.CN([CH:44]=[O:45])C. Product: [Cl:1][C:2]1[CH:10]=[CH:9][C:8]([CH:44]=[O:45])=[C:7]2[C:3]=1[CH:4]([OH:21])[N:5]([C:12]([CH3:13])([C:14]1[CH:15]=[CH:16][CH:17]=[CH:18][CH:19]=1)[CH3:20])[C:6]2=[O:11]. The catalyst class is: 20. (5) Reactant: Cl[C:2]1[CH:3]=[CH:4][C:5]2[N:6]([C:8]([CH:11]([C:13]3[C:14]([F:24])=[C:15]4[C:20](=[CH:21][C:22]=3[F:23])[N:19]=[CH:18][CH:17]=[CH:16]4)[OH:12])=[CH:9][N:10]=2)[N:7]=1.C([Sn](CCCC)(CCCC)[C:30]([O:32]CC)=[CH2:31])CCC.Cl.O. Product: [F:24][C:14]1[C:13]([CH:11]([OH:12])[C:8]2[N:6]3[N:7]=[C:2]([C:30](=[O:32])[CH3:31])[CH:3]=[CH:4][C:5]3=[N:10][CH:9]=2)=[C:22]([F:23])[CH:21]=[C:20]2[C:15]=1[CH:16]=[CH:17][CH:18]=[N:19]2. The catalyst class is: 128.